This data is from Forward reaction prediction with 1.9M reactions from USPTO patents (1976-2016). The task is: Predict the product of the given reaction. (1) Given the reactants Cl.[NH2:2][CH2:3][CH2:4][C:5]1[C:13]2[C:8](=[CH:9][CH:10]=[CH:11][CH:12]=2)[NH:7][CH:6]=1.[CH:14](C=O)=O, predict the reaction product. The product is: [CH2:14]1[C:6]2[NH:7][C:8]3[C:13](=[CH:12][CH:11]=[CH:10][CH:9]=3)[C:5]=2[CH2:4][CH2:3][NH:2]1. (2) Given the reactants [CH3:1][O:2][CH2:3][CH:4]1[CH2:8][CH2:7][CH2:6][NH:5]1.[NH:9]1[C:17]2[C:12](=[CH:13][C:14]([NH:18][C:19]3[C:20]4[S:27][C:26]([C:28]5[CH:35]=[CH:34][C:31]([CH:32]=O)=[CH:30][CH:29]=5)=[CH:25][C:21]=4[N:22]=[CH:23][N:24]=3)=[CH:15][CH:16]=2)[CH:11]=[CH:10]1, predict the reaction product. The product is: [NH:9]1[C:17]2[C:12](=[CH:13][C:14]([NH:18][C:19]3[C:20]4[S:27][C:26]([C:28]5[CH:35]=[CH:34][C:31]([CH2:32][N:5]6[CH2:6][CH2:7][CH2:8][CH:4]6[CH2:3][O:2][CH3:1])=[CH:30][CH:29]=5)=[CH:25][C:21]=4[N:22]=[CH:23][N:24]=3)=[CH:15][CH:16]=2)[CH:11]=[CH:10]1. (3) Given the reactants [OH:1][CH2:2][C:3]1[CH:11]=[CH:10][C:6]([C:7]([OH:9])=[O:8])=[CH:5][C:4]=1[N+:12]([O-:14])=[O:13].N1C=CN=C1.[C:20]([Si:24](Cl)([CH3:26])[CH3:25])([CH3:23])([CH3:22])[CH3:21].[Cl-].[NH4+].Cl, predict the reaction product. The product is: [Si:24]([O:1][CH2:2][C:3]1[CH:11]=[CH:10][C:6]([C:7]([OH:9])=[O:8])=[CH:5][C:4]=1[N+:12]([O-:14])=[O:13])([C:20]([CH3:23])([CH3:22])[CH3:21])([CH3:26])[CH3:25]. (4) Given the reactants [CH2:1]([C:3]1[N:4]([CH2:9][CH2:10][NH2:11])[CH:5]=[C:6]([I:8])[N:7]=1)[CH3:2].[Br:12][C:13]1[CH:18]=[CH:17][C:16]([CH2:19][CH2:20][CH:21]=O)=[CH:15][CH:14]=1, predict the reaction product. The product is: [Br:12][C:13]1[CH:18]=[CH:17][C:16]([CH2:19][CH2:20][CH:21]2[NH:11][CH2:10][CH2:9][N:4]3[C:3]([CH2:1][CH3:2])=[N:7][C:6]([I:8])=[C:5]23)=[CH:15][CH:14]=1. (5) Given the reactants C(OC([N:11]1[CH2:16][CH2:15][N:14]([C:17]([CH3:21])([CH3:20])[CH2:18][F:19])[CH2:13][CH2:12]1)=O)C1C=CC=CC=1, predict the reaction product. The product is: [CH3:21][C:17]([N:14]1[CH2:13][CH2:12][NH:11][CH2:16][CH2:15]1)([CH3:20])[CH2:18][F:19]. (6) Given the reactants [CH2:1]([O:3][C:4](=[O:17])[CH2:5][CH2:6][CH2:7][CH2:8][CH2:9][CH:10]([C:14]([OH:16])=O)[C:11]([OH:13])=O)[CH3:2].[NH2:18][C:19]1[CH:20]=[CH:21][CH:22]=[C:23]2[C:28]=1[N:27]=[CH:26][CH:25]=[CH:24]2.[CH2:29](Cl)[CH2:30]Cl, predict the reaction product. The product is: [CH2:1]([O:3][C:4](=[O:17])[CH2:5][CH2:6][CH2:7][CH2:8][CH2:9][CH:10]([C:11](=[O:13])[NH:27][C:26]1[CH:25]=[CH:24][CH:23]=[C:30]2[C:29]=1[N:18]=[CH:19][CH:20]=[CH:21]2)[C:14](=[O:16])[NH:18][C:19]1[CH:20]=[CH:21][CH:22]=[C:23]2[C:28]=1[N:27]=[CH:26][CH:25]=[CH:24]2)[CH3:2].